From a dataset of Reaction yield outcomes from USPTO patents with 853,638 reactions. Predict the reaction yield, written as a fraction of the theoretical maximum amount of product (1.0 means a 100% yield; for example, 0.34 means a 34% yield). The reactants are [CH:1]1([C:4]2[CH:8]=[C:7]([NH2:9])[NH:6][N:5]=2)[CH2:3][CH2:2]1.C([O-])([O-])=O.[K+].[K+].[CH3:16][C:17]([O:20][C:21](O[C:21]([O:20][C:17]([CH3:19])([CH3:18])[CH3:16])=[O:22])=[O:22])([CH3:19])[CH3:18]. The catalyst is C1COCC1. The product is [NH2:9][C:7]1[N:6]([C:21]([O:20][C:17]([CH3:19])([CH3:18])[CH3:16])=[O:22])[N:5]=[C:4]([CH:1]2[CH2:3][CH2:2]2)[CH:8]=1. The yield is 0.540.